Predict the reactants needed to synthesize the given product. From a dataset of Full USPTO retrosynthesis dataset with 1.9M reactions from patents (1976-2016). (1) Given the product [OH:12][C:10]1[CH2:9][CH2:8][CH2:7][C:6]2[CH:1]=[CH:2][CH:3]=[CH:4][C:5]=2[C:11]=1[C:15]([O:16][CH2:17][CH3:18])=[O:19], predict the reactants needed to synthesize it. The reactants are: [CH:1]1[C:6]2[CH2:7][CH2:8][CH2:9][C:10](=[O:12])[CH2:11][C:5]=2[CH:4]=[CH:3][CH:2]=1.[H-].[Na+].[C:15](=O)([O:19]CC)[O:16][CH2:17][CH3:18]. (2) Given the product [CH2:80]([CH:82]1[O:84][CH2:83]1)[Cl:81].[CH2:67]([OH:68])[C@H:37]1[O:38][C@@H:39]2[O:44][C@H:45]3[C@H:50]([OH:51])[C@@H:49]([OH:52])[C@@H:48]([O:53][C@H:54]4[C@H:60]([OH:61])[C@@H:59]([OH:62])[C@@H:57]([O:58][C@H:3]5[C@H:4]([OH:76])[C@@H:5]([OH:75])[C@@H:6]([O:8][C@H:9]6[C@H:14]([OH:15])[C@@H:13]([OH:16])[C@@H:12]([O:17][C@H:18]7[C@H:23]([OH:24])[C@@H:22]([OH:25])[C@@H:21]([O:26][C@H:27]8[C@H:32]([OH:33])[C@@H:31]([OH:34])[C@@H:30]([O:35][C@H:36]1[C@H:41]([OH:42])[C@H:40]2[OH:43])[O:29][C@@H:28]8[CH2:69][OH:70])[O:20][C@@H:19]7[CH2:71][OH:72])[O:11][C@@H:10]6[CH2:73][OH:74])[O:7][C@@H:2]5[CH2:1][OH:77])[O:56][C@@H:55]4[CH2:63][OH:64])[O:47][C@@H:46]3[CH2:65][OH:66], predict the reactants needed to synthesize it. The reactants are: [CH2:1]([OH:77])[C@H:2]1[O:7][C@@H:6]2[O:8][C@H:9]3[C@H:14]([OH:15])[C@@H:13]([OH:16])[C@@H:12]([O:17][C@H:18]4[C@H:23]([OH:24])[C@@H:22]([OH:25])[C@@H:21]([O:26][C@H:27]5[C@H:32]([OH:33])[C@@H:31]([OH:34])[C@@H:30]([O:35][C@H:36]6[C@H:41]([OH:42])[C@@H:40]([OH:43])[C@@H:39]([O:44][C@H:45]7[C@H:50]([OH:51])[C@@H:49]([OH:52])[C@@H:48]([O:53][C@H:54]8[C@H:60]([OH:61])[C@@H:59]([OH:62])[C@@H:57]([O:58][C@H:3]1[C@H:4]([OH:76])[C@H:5]2[OH:75])[O:56][C@@H:55]8[CH2:63][OH:64])[O:47][C@@H:46]7[CH2:65][OH:66])[O:38][C@@H:37]6[CH2:67][OH:68])[O:29][C@@H:28]5[CH2:69][OH:70])[O:20][C@@H:19]4[CH2:71][OH:72])[O:11][C@@H:10]3[CH2:73][OH:74].[OH-].[Na+].[CH2:80]([CH:82]1[O:84][CH2:83]1)[Cl:81].